From a dataset of NCI-60 drug combinations with 297,098 pairs across 59 cell lines. Regression. Given two drug SMILES strings and cell line genomic features, predict the synergy score measuring deviation from expected non-interaction effect. Cell line: ACHN. Drug 1: C1=CN(C=N1)CC(O)(P(=O)(O)O)P(=O)(O)O. Synergy scores: CSS=15.6, Synergy_ZIP=-0.888, Synergy_Bliss=-0.0587, Synergy_Loewe=-0.0835, Synergy_HSA=0.0910. Drug 2: CCN(CC)CCCC(C)NC1=C2C=C(C=CC2=NC3=C1C=CC(=C3)Cl)OC.